From a dataset of Forward reaction prediction with 1.9M reactions from USPTO patents (1976-2016). Predict the product of the given reaction. (1) Given the reactants F[C:2]1[CH:7]=[CH:6][C:5]([C:8](=[O:10])[CH3:9])=[CH:4][C:3]=1[C:11]([F:14])([F:13])[F:12].[CH3:15][NH:16][CH3:17], predict the reaction product. The product is: [CH3:15][N:16]([CH3:17])[C:2]1[CH:7]=[CH:6][C:5]([C:8](=[O:10])[CH3:9])=[CH:4][C:3]=1[C:11]([F:14])([F:13])[F:12]. (2) Given the reactants [CH3:1][C:2]([C:9]1[CH:14]=[C:13]([C:15]2[C:23]3[N:22]=[N:21][NH:20][C:19]=3[CH:18]=[CH:17][CH:16]=2)[C:12](O)=[CH:11][CH:10]=1)([CH3:8])[CH2:3][C:4]([CH3:7])([CH3:6])[CH3:5].[CH2:25]=[O:26].C([NH:29][CH2:30][CH3:31])C.[CH3:32][O-:33].[Na+], predict the reaction product. The product is: [CH2:12]([C:13]1[CH:14]=[C:9]([C:2]([CH3:1])([CH3:8])[CH2:3][C:4]([CH3:7])([CH3:5])[CH3:6])[CH:10]=[C:11]([C:31]2[C:30]3[N:29]=[N:21][NH:20][C:19]=3[CH:18]=[CH:17][CH:16]=2)[C:32]=1[OH:33])[C:11]1[CH:10]=[C:9]([C:2]([CH3:8])([CH3:1])[CH2:3][C:4]([CH3:7])([CH3:5])[CH3:6])[CH:14]=[C:13]([C:15]2[C:23]3[N:22]=[N:21][NH:20][C:19]=3[CH:18]=[CH:17][CH:16]=2)[C:25]=1[OH:26]. (3) Given the reactants ClC(Cl)(Cl)C[O:4][C:5](=[O:24])[NH:6][C:7]1[N:11]([C:12]2[CH:13]=[N:14][N:15]([CH2:17][CH2:18][OH:19])[CH:16]=2)[N:10]=[C:9]([C:20]([CH3:23])([CH3:22])[CH3:21])[CH:8]=1.[CH3:27][N:28]1[CH2:32][CH2:31][CH2:30][C@H:29]1[C:33]1[N:37]2[CH:38]=[C:39]([O:42][C@H:43]3[C:52]4[C:47](=[CH:48][CH:49]=[CH:50][CH:51]=4)[C@@H:46]([NH2:53])[CH2:45][CH2:44]3)[CH:40]=[CH:41][C:36]2=[N:35][N:34]=1.CCN(C(C)C)C(C)C, predict the reaction product. The product is: [CH:5]([OH:24])=[O:4].[C:20]([C:9]1[CH:8]=[C:7]([NH:6][C:5]([NH:53][C@@H:46]2[C:47]3[C:52](=[CH:51][CH:50]=[CH:49][CH:48]=3)[C@H:43]([O:42][C:39]3[CH:40]=[CH:41][C:36]4[N:37]([C:33]([C@@H:29]5[CH2:30][CH2:31][CH2:32][N:28]5[CH3:27])=[N:34][N:35]=4)[CH:38]=3)[CH2:44][CH2:45]2)=[O:24])[N:11]([C:12]2[CH:13]=[N:14][N:15]([CH2:17][CH2:18][OH:19])[CH:16]=2)[N:10]=1)([CH3:21])([CH3:22])[CH3:23]. (4) Given the reactants [CH3:1][O:2][C:3](=[O:25])[CH2:4][CH:5]1[C:9]2[CH:10]=[CH:11][C:12]([O:14][C@H:15]3[C:23]4[C:18](=[C:19](Br)[CH:20]=[CH:21][CH:22]=4)[CH2:17][CH2:16]3)=[CH:13][C:8]=2[O:7][CH2:6]1.CC1(C)C(C)(C)OB([C:34]2[CH2:35][CH2:36][O:37][CH2:38][CH:39]=2)O1, predict the reaction product. The product is: [CH3:1][O:2][C:3](=[O:25])[CH2:4][CH:5]1[C:9]2[CH:10]=[CH:11][C:12]([O:14][C@H:15]3[C:23]4[C:18](=[C:19]([C:34]5[CH2:39][CH2:38][O:37][CH2:36][CH:35]=5)[CH:20]=[CH:21][CH:22]=4)[CH2:17][CH2:16]3)=[CH:13][C:8]=2[O:7][CH2:6]1. (5) Given the reactants [C:1]([O:5][C:6]([N:8]1[CH2:12][C@H:11]([CH2:13][N:14]([C:23]2[CH:28]=[CH:27][C:26]([Cl:29])=[CH:25][CH:24]=2)[CH2:15][C:16]2[CH:21]=[CH:20][CH:19]=[CH:18][C:17]=2[OH:22])[C@@H:10]([CH2:30][C:31]2[CH:36]=[CH:35][CH:34]=[CH:33][CH:32]=2)[CH2:9]1)=[O:7])([CH3:4])([CH3:3])[CH3:2].Br[CH2:38][CH2:39][CH2:40][O:41][CH3:42].C([O-])([O-])=O.[K+].[K+].CCOC(C)=O, predict the reaction product. The product is: [C:1]([O:5][C:6]([N:8]1[CH2:12][C@H:11]([CH2:13][N:14]([C:23]2[CH:24]=[CH:25][C:26]([Cl:29])=[CH:27][CH:28]=2)[CH2:15][C:16]2[CH:21]=[CH:20][CH:19]=[CH:18][C:17]=2[O:22][CH2:38][CH2:39][CH2:40][O:41][CH3:42])[C@@H:10]([CH2:30][C:31]2[CH:36]=[CH:35][CH:34]=[CH:33][CH:32]=2)[CH2:9]1)=[O:7])([CH3:4])([CH3:2])[CH3:3]. (6) Given the reactants [CH:1]1([C@@H:7]([NH:9][C:10]([C:12]2[C:21]3[C:16](=[CH:17][CH:18]=[CH:19][CH:20]=3)[N:15]=[C:14]([C:22]3[S:23][CH:24]=[CH:25][CH:26]=3)[C:13]=2[CH2:27][N:28]2[CH2:33][CH2:32][NH:31][CH2:30][CH2:29]2)=[O:11])[CH3:8])[CH2:6][CH2:5][CH2:4][CH2:3][CH2:2]1.[OH:34][C@@H:35]([CH3:39])[C:36](O)=[O:37], predict the reaction product. The product is: [CH:1]1([C@@H:7]([NH:9][C:10]([C:12]2[C:21]3[C:16](=[CH:17][CH:18]=[CH:19][CH:20]=3)[N:15]=[C:14]([C:22]3[S:23][CH:24]=[CH:25][CH:26]=3)[C:13]=2[CH2:27][N:28]2[CH2:29][CH2:30][N:31]([C:36](=[O:37])[C@@H:35]([OH:34])[CH3:39])[CH2:32][CH2:33]2)=[O:11])[CH3:8])[CH2:6][CH2:5][CH2:4][CH2:3][CH2:2]1. (7) Given the reactants [OH:1][C:2]1[CH:11]=[C:10]2[C:5]([CH:6]=[CH:7][C:8](=[O:12])[O:9]2)=[CH:4][CH:3]=1.[H-].[Na+].Br[CH2:16][CH2:17][CH:18]=[CH2:19], predict the reaction product. The product is: [O:9]1[C:10]2[C:5](=[CH:4][CH:3]=[C:2]([O:1][CH2:19][CH2:18][CH:17]=[CH2:16])[CH:11]=2)[CH:6]=[CH:7][C:8]1=[O:12].